From a dataset of Reaction yield outcomes from USPTO patents with 853,638 reactions. Predict the reaction yield, written as a fraction of the theoretical maximum amount of product (1.0 means a 100% yield; for example, 0.34 means a 34% yield). (1) The reactants are [CH2:1]([O:8][N:9]1[CH:12]=[C:11]([CH2:13][CH2:14][CH2:15][CH2:16][CH3:17])[C:10]1=[O:18])[C:2]1[CH:7]=[CH:6][CH:5]=[CH:4][CH:3]=1.[OH2:19].Cl. The catalyst is C1COCC1.O.CO. The product is [CH2:1]([O:8][NH:9][CH2:12][CH:11]([CH2:13][CH2:14][CH2:15][CH2:16][CH3:17])[C:10]([OH:18])=[O:19])[C:2]1[CH:7]=[CH:6][CH:5]=[CH:4][CH:3]=1. The yield is 0.820. (2) The reactants are [CH2:1]([CH:3]([CH2:20][CH3:21])[CH:4]([NH2:19])[C:5]1[N:9]([CH2:10][C:11]2[CH:16]=[CH:15][C:14]([O:17][CH3:18])=[CH:13][CH:12]=2)[N:8]=[CH:7][CH:6]=1)[CH3:2].C(N(CC)CC)C.[Cl:29][C:30]1[S:34][C:33]([S:35](Cl)(=[O:37])=[O:36])=[CH:32][CH:31]=1. The catalyst is C(Cl)Cl.CCOC(C)=O. The product is [Cl:29][C:30]1[S:34][C:33]([S:35]([NH:19][CH:4]([C:5]2[N:9]([CH2:10][C:11]3[CH:12]=[CH:13][C:14]([O:17][CH3:18])=[CH:15][CH:16]=3)[N:8]=[CH:7][CH:6]=2)[CH:3]([CH2:1][CH3:2])[CH2:20][CH3:21])(=[O:37])=[O:36])=[CH:32][CH:31]=1. The yield is 0.510. (3) The reactants are [F:1][C:2]1[CH:7]=[CH:6][C:5]([CH2:8][C:9](=O)[CH3:10])=[C:4]([N+:12]([O-])=O)[CH:3]=1.N1C=CC=CC=1C1C=CC=CN=1. The catalyst is [C-]#[O+].[C-]#[O+].[C-]#[O+].[C-]#[O+].[C-]#[O+].[C-]#[O+].[C-]#[O+].[C-]#[O+].[C-]#[O+].[C-]#[O+].[C-]#[O+].[C-]#[O+].[Ru].[Ru].[Ru].C1(C)C=CC=CC=1. The product is [F:1][C:2]1[CH:3]=[C:4]2[C:5]([CH:8]=[C:9]([CH3:10])[NH:12]2)=[CH:6][CH:7]=1. The yield is 0.970. (4) The reactants are [CH3:1][C:2]1([C:17]([O:19]C)=[O:18])[CH2:7][CH2:6][CH:5]([O:8][CH2:9][O:10][CH2:11][CH2:12][Si:13]([CH3:16])([CH3:15])[CH3:14])[CH2:4][CH2:3]1.[OH-].[Na+].Cl. The catalyst is CO.O. The product is [CH3:1][C:2]1([C:17]([OH:19])=[O:18])[CH2:3][CH2:4][CH:5]([O:8][CH2:9][O:10][CH2:11][CH2:12][Si:13]([CH3:14])([CH3:15])[CH3:16])[CH2:6][CH2:7]1. The yield is 0.910. (5) The reactants are [CH:1]1([C:4]2[O:5][C:6]3[C:7](=[C:9]([C:18]#[N:19])[C:10]([CH3:17])=[C:11]([C:14]([CH3:16])=[CH2:15])[C:12]=3F)[N:8]=2)[CH2:3][CH2:2]1.C(N(CC)CC)C.[CH3:27][N:28]([CH3:34])[C@H:29]1[CH2:33][CH2:32][NH:31][CH2:30]1. The catalyst is CSC. The product is [CH:1]1([C:4]2[O:5][C:6]3[C:7](=[C:9]([C:18]#[N:19])[C:10]([CH3:17])=[C:11]([C:14]([CH3:16])=[CH2:15])[C:12]=3[N:31]3[CH2:32][CH2:33][C@H:29]([N:28]([CH3:34])[CH3:27])[CH2:30]3)[N:8]=2)[CH2:3][CH2:2]1. The yield is 0.250. (6) The reactants are Cl[C:2]1[C:7]([CH3:8])=[CH:6][C:5]([N+:9]([O-:11])=[O:10])=[CH:4][N:3]=1.[C:12]([C:16]1[CH:21]=[CH:20][C:19](B(O)O)=[CH:18][CH:17]=1)([CH3:15])([CH3:14])[CH3:13].O.P([O-])([O-])([O-])=O.[K+].[K+].[K+]. The catalyst is COCCOC.O. The product is [C:12]([C:16]1[CH:21]=[CH:20][C:19]([C:2]2[C:7]([CH3:8])=[CH:6][C:5]([N+:9]([O-:11])=[O:10])=[CH:4][N:3]=2)=[CH:18][CH:17]=1)([CH3:15])([CH3:14])[CH3:13]. The yield is 0.960. (7) The reactants are [CH:1]([N:4]1[CH2:9][CH2:8][CH:7]([O:10][C:11]2[CH:19]=[CH:18][C:17]3[N:16]4[CH2:20][CH2:21][NH:22][C:23](=[O:24])[C:15]4=[CH:14][C:13]=3[CH:12]=2)[CH2:6][CH2:5]1)([CH3:3])[CH3:2].[H-].[Na+].Br[CH:28]([CH3:30])[CH3:29]. No catalyst specified. The product is [CH:28]([N:22]1[CH2:21][CH2:20][N:16]2[C:17]3[CH:18]=[CH:19][C:11]([O:10][CH:7]4[CH2:8][CH2:9][N:4]([CH:1]([CH3:3])[CH3:2])[CH2:5][CH2:6]4)=[CH:12][C:13]=3[CH:14]=[C:15]2[C:23]1=[O:24])([CH3:30])[CH3:29]. The yield is 0.100. (8) The reactants are [CH3:1][C:2]1[O:6][N:5]=[C:4]([C:7]2[CH:12]=[CH:11][N:10]=[CH:9][N:8]=2)[C:3]=1[C:13](O)=[O:14].C(N(CC)CC)C.C(OC(Cl)=O)C.[BH4-].[Na+]. The catalyst is C1COCC1.O.[OH-].[Na+]. The product is [CH3:1][C:2]1[O:6][N:5]=[C:4]([C:7]2[CH:12]=[CH:11][N:10]=[CH:9][N:8]=2)[C:3]=1[CH2:13][OH:14]. The yield is 0.190. (9) The reactants are [OH:1][NH:2][CH:3]([C:20]#[C:21][CH2:22][CH2:23][CH3:24])[CH2:4][S:5]([N:8]1[CH2:13][CH2:12][N:11]([C:14]2[CH:19]=[CH:18][CH:17]=[CH:16][N:15]=2)[CH2:10][CH2:9]1)(=[O:7])=[O:6].[CH:25](OC(=O)C)=[O:26]. The catalyst is C1COCC1. The product is [OH:1][N:2]([CH:3]([CH2:4][S:5]([N:8]1[CH2:13][CH2:12][N:11]([C:14]2[CH:19]=[CH:18][CH:17]=[CH:16][N:15]=2)[CH2:10][CH2:9]1)(=[O:6])=[O:7])[C:20]#[C:21][CH2:22][CH2:23][CH3:24])[CH:25]=[O:26]. The yield is 0.530. (10) The reactants are FC(F)(F)C1C=C(NC(=O)NC2C=CC(C3SC(CCC(O)=O)=NC=3)=CC=2)C=CC=1.[F:31][C:32]1[CH:37]=[C:36]([F:38])[CH:35]=[CH:34][C:33]=1[NH:39][C:40](=[O:60])[NH:41][C:42]1[CH:47]=[CH:46][C:45]([C:48]2[N:52]=[C:51]([CH2:53][CH2:54][CH2:55][C:56]([O:58]C)=[O:57])[O:50][N:49]=2)=[CH:44][CH:43]=1. No catalyst specified. The product is [F:31][C:32]1[CH:37]=[C:36]([F:38])[CH:35]=[CH:34][C:33]=1[NH:39][C:40](=[O:60])[NH:41][C:42]1[CH:43]=[CH:44][C:45]([C:48]2[N:52]=[C:51]([CH2:53][CH2:54][CH2:55][C:56]([OH:58])=[O:57])[O:50][N:49]=2)=[CH:46][CH:47]=1. The yield is 0.780.